Dataset: Peptide-MHC class I binding affinity with 185,985 pairs from IEDB/IMGT. Task: Regression. Given a peptide amino acid sequence and an MHC pseudo amino acid sequence, predict their binding affinity value. This is MHC class I binding data. (1) The peptide sequence is AEHFENQVL. The MHC is HLA-B08:03 with pseudo-sequence HLA-B08:03. The binding affinity (normalized) is 0.0847. (2) The peptide sequence is LLLSINSSF. The MHC is HLA-B15:01 with pseudo-sequence HLA-B15:01. The binding affinity (normalized) is 1.00. (3) The MHC is Mamu-B08 with pseudo-sequence Mamu-B08. The binding affinity (normalized) is 0.146. The peptide sequence is AREIELEDK.